This data is from Full USPTO retrosynthesis dataset with 1.9M reactions from patents (1976-2016). The task is: Predict the reactants needed to synthesize the given product. (1) Given the product [Cl:1][C:2]1[CH:3]=[C:4]([CH:13]=[CH:14][CH:15]=1)[CH2:5][N:6]1[CH2:11][CH2:10][N:9]2[CH:26]=[C:20]([C:21]([O:23][CH2:24][CH3:25])=[O:22])[C:19]([OH:18])=[C:8]2[C:7]1=[O:12], predict the reactants needed to synthesize it. The reactants are: [Cl:1][C:2]1[CH:3]=[C:4]([CH:13]=[CH:14][CH:15]=1)[CH2:5][N:6]1[CH2:11][CH2:10][NH:9][CH2:8][C:7]1=[O:12].C([O:18][CH:19]=[C:20]([C:26](OCC)=O)[C:21]([O:23][CH2:24][CH3:25])=[O:22])C.C[Si]([N-][Si](C)(C)C)(C)C.[Li+].C1COCC1. (2) Given the product [C:13]([O:17][C:18](=[O:50])[C@H:19]([CH2:31][C:32]1[CH:37]=[CH:36][C:35]([C:38]2[C:39]([O:48][CH3:49])=[CH:40][C:41]([CH2:46][N:74]3[C:73](=[O:75])[CH2:72][CH2:71][C:70]3=[O:76])=[CH:42][C:43]=2[O:44][CH3:45])=[CH:34][CH:33]=1)[NH:20][C:21](=[O:30])[C:22]1[C:23]([Cl:29])=[CH:24][CH:25]=[CH:26][C:27]=1[Cl:28])([CH3:15])([CH3:16])[CH3:14], predict the reactants needed to synthesize it. The reactants are: CCOC(/N=N/C(OCC)=O)=O.[C:13]([O:17][C:18](=[O:50])[C@H:19]([CH2:31][C:32]1[CH:37]=[CH:36][C:35]([C:38]2[C:43]([O:44][CH3:45])=[CH:42][C:41]([CH2:46]O)=[CH:40][C:39]=2[O:48][CH3:49])=[CH:34][CH:33]=1)[NH:20][C:21](=[O:30])[C:22]1[C:27]([Cl:28])=[CH:26][CH:25]=[CH:24][C:23]=1[Cl:29])([CH3:16])([CH3:15])[CH3:14].C1(P(C2C=CC=CC=2)C2C=CC=CC=2)C=CC=CC=1.[C:70]1(=[O:76])[NH:74][C:73](=[O:75])[CH2:72][CH2:71]1. (3) Given the product [NH2:1][C:2]1[CH:3]=[C:4]([CH2:11][CH2:12][CH2:13][OH:14])[CH:5]=[CH:6][C:7]=1[N+:8]([O-:10])=[O:9], predict the reactants needed to synthesize it. The reactants are: [NH2:1][C:2]1[CH:3]=[C:4]([CH2:11][CH2:12][CH:13]=[O:14])[CH:5]=[CH:6][C:7]=1[N+:8]([O-:10])=[O:9].[BH4-].[Na+].CC(C)=O. (4) Given the product [CH3:2][C:1]1[N:15]2[N:14]=[C:13]([CH2:16][OH:17])[N:12]=[C:11]2[N:10]=[C:5]2[CH2:6][CH2:7][CH2:8][C:4]=12, predict the reactants needed to synthesize it. The reactants are: [C:1]([CH:4]1[CH2:8][CH2:7][CH2:6][C:5]1=O)(=O)[CH3:2].[NH2:10][C:11]1[NH:15][N:14]=[C:13]([CH2:16][OH:17])[N:12]=1. (5) Given the product [CH3:17][C:3]1[CH:4]=[C:5]([C:8](=[O:16])[CH2:9][C:10]2[CH:11]=[CH:12][CH:13]=[CH:14][CH:15]=2)[CH:6]=[CH:7][C:2]=1[O:1][CH2:29][C:27]([O:26][CH2:25][CH3:24])=[O:28], predict the reactants needed to synthesize it. The reactants are: [OH:1][C:2]1[CH:7]=[CH:6][C:5]([C:8](=[O:16])[CH2:9][C:10]2[CH:15]=[CH:14][CH:13]=[CH:12][CH:11]=2)=[CH:4][C:3]=1[CH3:17].C(=O)([O-])[O-].[K+].[K+].[CH3:24][CH2:25][O:26][C:27]([CH2:29]Br)=[O:28]. (6) Given the product [CH2:8]([NH:10][C:11]([N:23]1[C:24]([CH3:26])=[CH:25][C:21]([O:20][C:17]2[CH:18]=[CH:19][C:14]([Cl:13])=[C:15]([C:27]([F:30])([F:28])[F:29])[CH:16]=2)=[N:22]1)=[O:12])[CH3:9], predict the reactants needed to synthesize it. The reactants are: C(N(CC)CC)C.[CH2:8]([N:10]=[C:11]=[O:12])[CH3:9].[Cl:13][C:14]1[CH:19]=[CH:18][C:17]([O:20][C:21]2[CH:25]=[C:24]([CH3:26])[NH:23][N:22]=2)=[CH:16][C:15]=1[C:27]([F:30])([F:29])[F:28].Cl. (7) Given the product [C:1]([S:5][CH2:6][C:7]1[CH:25]=[C:24]([NH:26][C:27](=[O:32])[C:28]([CH3:31])([CH3:30])[CH3:29])[CH:23]=[CH:22][C:8]=1[O:9][C:10]1[CH:11]=[C:12]([CH2:18][C:19]([OH:21])=[O:20])[CH:13]=[CH:14][C:15]=1[OH:16])([CH3:4])([CH3:3])[CH3:2], predict the reactants needed to synthesize it. The reactants are: [C:1]([S:5][CH2:6][C:7]1[CH:25]=[C:24]([NH:26][C:27](=[O:32])[C:28]([CH3:31])([CH3:30])[CH3:29])[CH:23]=[CH:22][C:8]=1[O:9][C:10]1[CH:11]=[C:12]([CH2:18][C:19]([OH:21])=[O:20])[CH:13]=[CH:14][C:15]=1[O:16]C)([CH3:4])([CH3:3])[CH3:2].B(Br)(Br)Br. (8) Given the product [Br:12][C:6]1[CH:5]=[C:4]2[C:9]([CH:10]=[CH:11][C:2]([C:16]#[N:15])=[CH:3]2)=[CH:8][CH:7]=1, predict the reactants needed to synthesize it. The reactants are: Br[C:2]1[CH:11]=[CH:10][C:9]2[C:4](=[CH:5][C:6]([Br:12])=[CH:7][CH:8]=2)[CH:3]=1.N#N.[N:15]1C=CC=C[CH:16]=1.Cl. (9) Given the product [CH2:25]([N:32]1[CH:40]=[C:39]2[C:34]([CH:35]=[C:36]([C:16]3[CH:15]=[C:14]([CH:10]4[O:11][CH2:12][CH2:13][N:8]([CH2:1][C:2]5[CH:7]=[CH:6][CH:5]=[CH:4][CH:3]=5)[CH2:9]4)[N:22]4[C:17]=3[C:18]([NH2:23])=[N:19][CH:20]=[N:21]4)[CH:37]=[CH:38]2)=[N:33]1)[C:26]1[CH:31]=[CH:30][CH:29]=[CH:28][CH:27]=1, predict the reactants needed to synthesize it. The reactants are: [CH2:1]([N:8]1[CH2:13][CH2:12][O:11][CH:10]([C:14]2[N:22]3[C:17]([C:18]([NH2:23])=[N:19][CH:20]=[N:21]3)=[C:16](Br)[CH:15]=2)[CH2:9]1)[C:2]1[CH:7]=[CH:6][CH:5]=[CH:4][CH:3]=1.[CH2:25]([N:32]1[CH:40]=[C:39]2[C:34]([CH:35]=[C:36](B3OC(C)(C)C(C)(C)O3)[CH:37]=[CH:38]2)=[N:33]1)[C:26]1[CH:31]=[CH:30][CH:29]=[CH:28][CH:27]=1.[O-]P([O-])([O-])=O.[K+].[K+].[K+].O.